Dataset: NCI-60 drug combinations with 297,098 pairs across 59 cell lines. Task: Regression. Given two drug SMILES strings and cell line genomic features, predict the synergy score measuring deviation from expected non-interaction effect. (1) Drug 1: C1=CC(=C2C(=C1NCCNCCO)C(=O)C3=C(C=CC(=C3C2=O)O)O)NCCNCCO. Drug 2: C1=CC=C(C(=C1)C(C2=CC=C(C=C2)Cl)C(Cl)Cl)Cl. Cell line: A549. Synergy scores: CSS=47.3, Synergy_ZIP=2.19, Synergy_Bliss=1.82, Synergy_Loewe=-31.4, Synergy_HSA=2.21. (2) Drug 1: C1=NC2=C(N=C(N=C2N1C3C(C(C(O3)CO)O)F)Cl)N. Drug 2: C1CN(CCN1C(=O)CCBr)C(=O)CCBr. Cell line: SF-539. Synergy scores: CSS=20.6, Synergy_ZIP=-1.67, Synergy_Bliss=1.32, Synergy_Loewe=4.70, Synergy_HSA=2.68. (3) Drug 1: C1=CN(C=N1)CC(O)(P(=O)(O)O)P(=O)(O)O. Drug 2: CN1C2=C(C=C(C=C2)N(CCCl)CCCl)N=C1CCCC(=O)O.Cl. Cell line: OVCAR-4. Synergy scores: CSS=-1.17, Synergy_ZIP=1.74, Synergy_Bliss=2.12, Synergy_Loewe=1.51, Synergy_HSA=-0.252. (4) Drug 1: CC1=C(C=C(C=C1)C(=O)NC2=CC(=CC(=C2)C(F)(F)F)N3C=C(N=C3)C)NC4=NC=CC(=N4)C5=CN=CC=C5. Drug 2: C1CC(=O)NC(=O)C1N2C(=O)C3=CC=CC=C3C2=O. Cell line: SK-OV-3. Synergy scores: CSS=-6.23, Synergy_ZIP=0.0746, Synergy_Bliss=-2.68, Synergy_Loewe=-3.81, Synergy_HSA=-4.24. (5) Cell line: SNB-75. Synergy scores: CSS=0.827, Synergy_ZIP=0.203, Synergy_Bliss=-2.74, Synergy_Loewe=-34.3, Synergy_HSA=-7.00. Drug 1: CC1C(C(CC(O1)OC2CC(CC3=C2C(=C4C(=C3O)C(=O)C5=C(C4=O)C(=CC=C5)OC)O)(C(=O)C)O)N)O.Cl. Drug 2: C1C(C(OC1N2C=NC(=NC2=O)N)CO)O.